The task is: Predict the product of the given reaction.. This data is from Forward reaction prediction with 1.9M reactions from USPTO patents (1976-2016). (1) Given the reactants [Zn](CC)[CH2:2]C.[CH2:6]([O:13][C:14]([CH:16]1[CH2:21][CH2:20][C:19](=[CH2:22])[CH2:18][CH2:17]1)=[O:15])[C:7]1[CH:12]=[CH:11][CH:10]=[CH:9][CH:8]=1.C(I)I, predict the reaction product. The product is: [CH2:6]([O:13][C:14]([CH:16]1[CH2:21][CH2:20][C:19]2([CH2:2][CH2:22]2)[CH2:18][CH2:17]1)=[O:15])[C:7]1[CH:12]=[CH:11][CH:10]=[CH:9][CH:8]=1. (2) Given the reactants CC(OC([NH:8][CH2:9][CH2:10][N:11]1[CH2:16][CH2:15][N:14](C(OC(C)(C)C)=O)[CH2:13][CH:12]1[C:24]([O:26]CC)=O)=O)(C)C.C(O)(C(F)(F)F)=O, predict the reaction product. The product is: [C:24]1(=[O:26])[NH:8][CH2:9][CH2:10][N:11]2[CH2:16][CH2:15][NH:14][CH2:13][CH:12]12. (3) Given the reactants Cl.[NH2:2][CH:3]1[CH2:8][CH2:7][O:6][CH2:5][CH2:4]1.C([O-])(O)=O.[Na+].Cl[C:15]([O:17][C:18]([CH3:20])=[CH2:19])=[O:16], predict the reaction product. The product is: [CH2:19]=[C:18]([O:17][C:15](=[O:16])[NH:2][CH:3]1[CH2:8][CH2:7][O:6][CH2:5][CH2:4]1)[CH3:20]. (4) Given the reactants [CH3:1][NH2:2].[C:3]([C:7]1[CH:23]=[CH:22][CH:21]=[CH:20][C:8]=1[O:9][C:10]1[C:15]([N+:16]([O-:18])=[O:17])=[CH:14][CH:13]=[C:12](Cl)[N:11]=1)([CH3:6])([CH3:5])[CH3:4].[Cl-], predict the reaction product. The product is: [C:3]([C:7]1[CH:23]=[CH:22][CH:21]=[CH:20][C:8]=1[O:9][C:10]1[N:11]=[C:12]([NH:2][CH3:1])[CH:13]=[CH:14][C:15]=1[N+:16]([O-:18])=[O:17])([CH3:6])([CH3:5])[CH3:4]. (5) Given the reactants N1C=CN=C1.[C:6]([Si:10](Cl)([CH3:12])[CH3:11])([CH3:9])([CH3:8])[CH3:7].[CH2:14]([C:17]1[C:22]([O:23][CH3:24])=[CH:21][CH:20]=[CH:19][C:18]=1[C@@H:25]([OH:48])[C:26]#[C:27][CH2:28][CH2:29][C@@H:30]([O:40][Si:41]([C:44]([CH3:47])([CH3:46])[CH3:45])([CH3:43])[CH3:42])[CH2:31][O:32][Si:33]([C:36]([CH3:39])([CH3:38])[CH3:37])([CH3:35])[CH3:34])[CH:15]=[CH2:16], predict the reaction product. The product is: [CH2:14]([C:17]1[C:22]([O:23][CH3:24])=[CH:21][CH:20]=[CH:19][C:18]=1[C@H:25]([C:26]#[C:27][CH2:28][CH2:29][C@@H:30]([O:40][Si:41]([C:44]([CH3:47])([CH3:46])[CH3:45])([CH3:42])[CH3:43])[CH2:31][O:32][Si:33]([CH3:35])([CH3:34])[C:36]([CH3:37])([CH3:38])[CH3:39])[O:48][Si:10]([CH3:12])([CH3:11])[C:6]([CH3:9])([CH3:8])[CH3:7])[CH:15]=[CH2:16]. (6) The product is: [C:41]([NH:1][CH2:2][CH2:3][CH2:4][C@H:5]([NH:9][C:10]([C:12]1[C:13](=[O:29])[N:14]([CH2:18][C:19]2[CH:20]=[CH:21][C:22]([C:25]([F:26])([F:27])[F:28])=[CH:23][CH:24]=2)[CH:15]=[CH:16][CH:17]=1)=[O:11])[C:6]([OH:8])=[O:7])(=[NH:46])[CH3:42].[C:30]([OH:36])([C:32]([F:35])([F:34])[F:33])=[O:31]. Given the reactants [NH2:1][CH2:2][CH2:3][CH2:4][C@H:5]([NH:9][C:10]([C:12]1[C:13](=[O:29])[N:14]([CH2:18][C:19]2[CH:24]=[CH:23][C:22]([C:25]([F:28])([F:27])[F:26])=[CH:21][CH:20]=2)[CH:15]=[CH:16][CH:17]=1)=[O:11])[C:6]([OH:8])=[O:7].[C:30]([OH:36])([C:32]([F:35])([F:34])[F:33])=[O:31].C(O)C.Cl.[C:41](=[NH:46])(OCC)[CH3:42], predict the reaction product.